Dataset: Forward reaction prediction with 1.9M reactions from USPTO patents (1976-2016). Task: Predict the product of the given reaction. (1) Given the reactants [N+:1]([C:4]1[CH:9]=[CH:8][CH:7]=[CH:6][C:5]=1[NH:10]N)([O-:3])=[O:2].Cl.O.[NH:14]1[CH2:19][CH2:18][C:17](=O)[CH2:16][CH2:15]1, predict the reaction product. The product is: [N+:1]([C:4]1[C:5]2[NH:10][C:17]3[CH2:18][CH2:19][NH:14][CH2:15][C:16]=3[C:6]=2[CH:7]=[CH:8][CH:9]=1)([O-:3])=[O:2]. (2) Given the reactants [Cl:1][C:2]1[C:3]2[S:11][CH:10]=[CH:9][C:4]=2[N:5]=[C:6]([CH3:8])[N:7]=1.C([N-]C(C)C)(C)C.[Li+].[Br:20]C(F)(F)C(Br)(F)F, predict the reaction product. The product is: [Br:20][C:10]1[S:11][C:3]2[C:2]([Cl:1])=[N:7][C:6]([CH3:8])=[N:5][C:4]=2[CH:9]=1. (3) The product is: [C:18]([OH:25])(=[O:24])/[CH:19]=[CH:20]/[C:21]([OH:23])=[O:22].[CH3:3][N:2]([CH2:4][CH:5]1[CH2:10][CH2:9][CH2:8][CH2:7][CH:6]1[C:11]1[CH:12]=[C:13]([OH:17])[CH:14]=[CH:15][CH:16]=1)[CH3:1]. Given the reactants [CH3:1][N:2]([CH2:4][CH:5]1[CH2:10][CH2:9][CH2:8][CH2:7][CH:6]1[C:11]1[CH:12]=[C:13]([OH:17])[CH:14]=[CH:15][CH:16]=1)[CH3:3].[C:18]([OH:25])(=[O:24])/[CH:19]=[CH:20]/[C:21]([OH:23])=[O:22], predict the reaction product. (4) Given the reactants [Cl:1][C:2]1[CH:25]=[CH:24][C:5]([CH2:6][N:7]2[C:12](=[O:13])[C:11](Br)=[N:10][N:9]([C:15]3[CH:16]=[C:17]([CH:20]=[CH:21][CH:22]=3)[C:18]#[N:19])[C:8]2=[O:23])=[CH:4][CH:3]=1.[CH3:26][O-:27].[Na+], predict the reaction product. The product is: [Cl:1][C:2]1[CH:25]=[CH:24][C:5]([CH2:6][N:7]2[C:12](=[O:13])[C:11]([O:27][CH3:26])=[N:10][N:9]([C:15]3[CH:16]=[C:17]([CH:20]=[CH:21][CH:22]=3)[C:18]#[N:19])[C:8]2=[O:23])=[CH:4][CH:3]=1. (5) Given the reactants Br[CH2:2][C:3]([C:5]1[CH:10]=[CH:9][C:8]([O:11][Si:12]([CH:19]([CH3:21])[CH3:20])([CH:16]([CH3:18])[CH3:17])[CH:13]([CH3:15])[CH3:14])=[C:7]([CH3:22])[CH:6]=1)=[O:4].[CH3:23][O:24][CH2:25][C:26]1[CH:31]=[CH:30][C:29]([C:32]2([OH:38])[CH2:37][CH2:36][NH:35][CH2:34][CH2:33]2)=[CH:28][CH:27]=1, predict the reaction product. The product is: [OH:38][C:32]1([C:29]2[CH:30]=[CH:31][C:26]([CH2:25][O:24][CH3:23])=[CH:27][CH:28]=2)[CH2:37][CH2:36][N:35]([CH2:2][C:3]([C:5]2[CH:10]=[CH:9][C:8]([O:11][Si:12]([CH:19]([CH3:21])[CH3:20])([CH:16]([CH3:18])[CH3:17])[CH:13]([CH3:15])[CH3:14])=[C:7]([CH3:22])[CH:6]=2)=[O:4])[CH2:34][CH2:33]1.